Dataset: Forward reaction prediction with 1.9M reactions from USPTO patents (1976-2016). Task: Predict the product of the given reaction. (1) Given the reactants [Cl-].O[NH3+:3].[C:4](=[O:7])([O-])[OH:5].[Na+].CS(C)=O.[CH2:13]([C:17]1[N:18]([CH2:46][C:47]2[CH:52]=[CH:51][C:50]([C:53]3[C:54]([C:59]#[N:60])=[CH:55][CH:56]=[CH:57][CH:58]=3)=[CH:49][CH:48]=2)[C:19](=[O:45])[C:20]([C:26]2[CH:31]=[CH:30][C:29]([O:32][C:33]([CH3:44])([CH3:43])[CH2:34][O:35][Si](C(C)(C)C)(C)C)=[CH:28][CH:27]=2)=[C:21]([CH:23]2[CH2:25][CH2:24]2)[N:22]=1)[CH2:14][CH2:15][CH3:16], predict the reaction product. The product is: [CH2:13]([C:17]1[N:18]([CH2:46][C:47]2[CH:48]=[CH:49][C:50]([C:53]3[CH:58]=[CH:57][CH:56]=[CH:55][C:54]=3[C:59]3[NH:60][C:4](=[O:7])[O:5][N:3]=3)=[CH:51][CH:52]=2)[C:19](=[O:45])[C:20]([C:26]2[CH:27]=[CH:28][C:29]([O:32][C:33]([CH3:44])([CH3:43])[CH2:34][OH:35])=[CH:30][CH:31]=2)=[C:21]([CH:23]2[CH2:24][CH2:25]2)[N:22]=1)[CH2:14][CH2:15][CH3:16]. (2) Given the reactants [C:1]([O:5][C:6]([NH:8][C@H:9]([C:11]([OH:13])=[O:12])[CH3:10])=[O:7])([CH3:4])([CH3:3])[CH3:2].Cl.CN(C)CCCN=C=NCC.O.ON1C2C=CC=CC=2N=N1.C(N(CC)C(C)C)(C)C.[Cl:46][C:47]1[CH:52]=[CH:51][C:50]([C:53]2[S:54][CH:55]=[C:56]([CH2:58][S:59][C:60]3[C:65]([C:66]#[N:67])=[C:64]([C:68]4[CH:73]=[CH:72][C:71]([O:74][CH2:75][CH2:76]O)=[CH:70][CH:69]=4)[C:63]([C:78]#[N:79])=[C:62]([N:80]4[CH2:84][CH2:83][CH2:82][CH2:81]4)[N:61]=3)[N:57]=2)=[CH:49][CH:48]=1, predict the reaction product. The product is: [C:1]([O:5][C:6]([NH:8][C@H:9]([C:11]([O:13][CH2:76][CH2:75][O:74][C:71]1[CH:70]=[CH:69][C:68]([C:64]2[C:63]([C:78]#[N:79])=[C:62]([N:80]3[CH2:81][CH2:82][CH2:83][CH2:84]3)[N:61]=[C:60]([S:59][CH2:58][C:56]3[N:57]=[C:53]([C:50]4[CH:49]=[CH:48][C:47]([Cl:46])=[CH:52][CH:51]=4)[S:54][CH:55]=3)[C:65]=2[C:66]#[N:67])=[CH:73][CH:72]=1)=[O:12])[CH3:10])=[O:7])([CH3:2])([CH3:3])[CH3:4]. (3) Given the reactants [Cl:1][C:2]1[CH:14]=[N:13][C:5]2[NH:6][C:7]3[CH2:12][CH2:11][NH:10][CH2:9][C:8]=3[C:4]=2[CH:3]=1.CCN(C(C)C)C(C)C.[C:24](Cl)(=[O:33])[C:25]1[CH:30]=[CH:29][CH:28]=[C:27]([O:31][CH3:32])[CH:26]=1.Cl.CCOCC, predict the reaction product. The product is: [ClH:1].[Cl:1][C:2]1[CH:14]=[N:13][C:5]2[NH:6][C:7]3[CH2:12][CH2:11][N:10]([C:24]([C:25]4[CH:30]=[CH:29][CH:28]=[C:27]([O:31][CH3:32])[CH:26]=4)=[O:33])[CH2:9][C:8]=3[C:4]=2[CH:3]=1. (4) Given the reactants [C:1]([O:8][CH3:9])(=[O:7])[CH2:2][C:3]([O:5][CH3:6])=[O:4].[C:10]([C:12]1[CH:19]=[CH:18][C:15]([CH:16]=O)=[CH:14][CH:13]=1)#[N:11].N1CCCCC1, predict the reaction product. The product is: [C:10]([C:12]1[CH:19]=[CH:18][C:15]([CH:16]=[C:2]([C:1]([O:8][CH3:9])=[O:7])[C:3]([O:5][CH3:6])=[O:4])=[CH:14][CH:13]=1)#[N:11]. (5) Given the reactants [O:1]1[C:5]2[CH:6]=[CH:7][C:8]([S:10]([N:13]([CH2:18][C@@H:19]([OH:43])[C@@H:20]([N:28](CC3C=CC=CC=3)CC3C=CC=CC=3)[CH2:21][C:22]3[CH:27]=[CH:26][CH:25]=[CH:24][CH:23]=3)[CH2:14][CH:15]([CH3:17])[CH3:16])(=[O:12])=[O:11])=[CH:9][C:4]=2[O:3][CH2:2]1.O.[CH3:45][S:46]([OH:49])(=[O:48])=[O:47], predict the reaction product. The product is: [O:1]1[C:5]2[CH:6]=[CH:7][C:8]([S:10]([N:13]([CH2:18][C@@H:19]([OH:43])[C@@H:20]([NH2:28])[CH2:21][C:22]3[CH:23]=[CH:24][CH:25]=[CH:26][CH:27]=3)[CH2:14][CH:15]([CH3:17])[CH3:16])(=[O:11])=[O:12])=[CH:9][C:4]=2[O:3][CH2:2]1.[CH3:45][S:46]([OH:49])(=[O:48])=[O:47]. (6) Given the reactants [BH4-].[Na+].[Cl:3][C:4]1[CH:9]=[C:8]([C:10](OCC)=[O:11])[CH:7]=[CH:6][N:5]=1, predict the reaction product. The product is: [Cl:3][C:4]1[CH:9]=[C:8]([CH2:10][OH:11])[CH:7]=[CH:6][N:5]=1. (7) Given the reactants [CH3:1][O:2][C:3]([C:5]1[S:6][C:7]([C:27]#[C:28][C:29]([CH3:32])([CH3:31])[CH3:30])=[CH:8][C:9]=1[N:10]([C:18]([C@H:20]1[CH2:25][CH2:24][C@H:23]([CH3:26])[CH2:22][CH2:21]1)=[O:19])[CH:11]1[CH2:16][CH2:15][C:14](=[O:17])[CH2:13][CH2:12]1)=[O:4].O.Cl, predict the reaction product. The product is: [CH3:1][O:2][C:3]([C:5]1[S:6][C:7]([C:27]#[C:28][C:29]([CH3:30])([CH3:32])[CH3:31])=[CH:8][C:9]=1[N:10]([CH:11]1[CH2:12][CH2:13][CH:14]([OH:17])[CH2:15][CH2:16]1)[C:18]([C@H:20]1[CH2:25][CH2:24][C@H:23]([CH3:26])[CH2:22][CH2:21]1)=[O:19])=[O:4]. (8) Given the reactants [Cl:1][C:2]1[CH:3]=[C:4]([C:9]2([C:15]([N:17]([CH3:19])[CH3:18])=O)[CH2:14][CH2:13][CH2:12][CH2:11][CH2:10]2)[CH:5]=[CH:6][C:7]=1[Cl:8].Cl, predict the reaction product. The product is: [Cl:1][C:2]1[CH:3]=[C:4]([C:9]2([CH2:15][N:17]([CH3:19])[CH3:18])[CH2:14][CH2:13][CH2:12][CH2:11][CH2:10]2)[CH:5]=[CH:6][C:7]=1[Cl:8]. (9) Given the reactants [OH:1][C:2]1[C:3]([CH3:11])=[C:4]([CH:8]=[CH:9][CH:10]=1)[C:5]([OH:7])=[O:6].[N+:12]([O-])([OH:14])=[O:13], predict the reaction product. The product is: [OH:1][C:2]1[C:3]([CH3:11])=[C:4]([CH:8]=[CH:9][C:10]=1[N+:12]([O-:14])=[O:13])[C:5]([OH:7])=[O:6].